This data is from NCI-60 drug combinations with 297,098 pairs across 59 cell lines. The task is: Regression. Given two drug SMILES strings and cell line genomic features, predict the synergy score measuring deviation from expected non-interaction effect. Drug 1: CC1C(C(CC(O1)OC2CC(CC3=C2C(=C4C(=C3O)C(=O)C5=C(C4=O)C(=CC=C5)OC)O)(C(=O)C)O)N)O.Cl. Drug 2: CC(C)(C#N)C1=CC(=CC(=C1)CN2C=NC=N2)C(C)(C)C#N. Cell line: MOLT-4. Synergy scores: CSS=58.7, Synergy_ZIP=1.83, Synergy_Bliss=1.65, Synergy_Loewe=-27.1, Synergy_HSA=1.58.